From a dataset of Forward reaction prediction with 1.9M reactions from USPTO patents (1976-2016). Predict the product of the given reaction. (1) Given the reactants [C:1]1([CH:9]=[C:7]([OH:8])[CH:6]=[C:4]([OH:5])[CH:3]=1)[OH:2].[C:10]([CH2:14][C:15](OCC)=[O:16])(=O)[CH2:11][CH3:12], predict the reaction product. The product is: [CH2:11]([C:10]1[C:9]2[C:1](=[CH:3][C:4]([OH:5])=[CH:6][C:7]=2[OH:8])[O:2][C:15](=[O:16])[CH:14]=1)[CH3:12]. (2) Given the reactants [C:1]1([CH:7]2[N:12](N)[C:11]3[CH:14]=[CH:15][CH:16]=[CH:17][C:10]=3[O:9][CH2:8]2)[CH:6]=[CH:5][CH:4]=[CH:3][CH:2]=1.[C:18]1(=O)[CH2:23][CH2:22][CH2:21][C:20](=[O:24])[CH2:19]1.O.C1(C)C=CC(S(O)(=O)=O)=CC=1, predict the reaction product. The product is: [C:1]1([CH:7]2[N:12]3[C:11]4[C:14]([C:19]5[C:20](=[O:24])[CH2:21][CH2:22][CH2:23][C:18]=53)=[CH:15][CH:16]=[CH:17][C:10]=4[O:9][CH2:8]2)[CH:6]=[CH:5][CH:4]=[CH:3][CH:2]=1. (3) The product is: [OH:14][CH:13]([P:20](=[O:27])([O:24][CH2:25][CH3:26])[O:21][CH2:22][CH3:23])[C:12]1[CH:15]=[CH:16][CH:17]=[C:10]([O:9][C:6]2[CH:5]=[CH:4][C:3]([C:2]([F:18])([F:1])[F:19])=[CH:8][N:7]=2)[CH:11]=1. Given the reactants [F:1][C:2]([F:19])([F:18])[C:3]1[CH:4]=[CH:5][C:6]([O:9][C:10]2[CH:11]=[C:12]([CH:15]=[CH:16][CH:17]=2)[CH:13]=[O:14])=[N:7][CH:8]=1.[P:20]([O:27]CC)([O:24][CH2:25][CH3:26])[O:21][CH2:22][CH3:23].C[Si](Cl)(C)C, predict the reaction product. (4) Given the reactants FC(F)(F)C(OC(=O)C(F)(F)F)=[O:4].[Cl:14][C:15]1[CH:20]=[N+:19]([O-])[C:18]([C:22]([O:24][CH2:25][CH3:26])=[O:23])=[CH:17][CH:16]=1.O.C(=O)(O)[O-].[Na+], predict the reaction product. The product is: [Cl:14][C:15]1[CH:16]=[CH:17][C:18]([C:22]([O:24][CH2:25][CH3:26])=[O:23])=[N:19][C:20]=1[OH:4]. (5) Given the reactants [CH3:1][S:2][C:3]1[CH:10]=[CH:9][C:6]([CH:7]=O)=[CH:5][CH:4]=1.C(O)(=O)[CH2:12][C:13]([OH:15])=[O:14].N1CCCCC1, predict the reaction product. The product is: [CH3:1][S:2][C:3]1[CH:10]=[CH:9][C:6](/[CH:7]=[CH:12]/[C:13]([OH:15])=[O:14])=[CH:5][CH:4]=1.